Dataset: Reaction yield outcomes from USPTO patents with 853,638 reactions. Task: Predict the reaction yield, written as a fraction of the theoretical maximum amount of product (1.0 means a 100% yield; for example, 0.34 means a 34% yield). The reactants are [NH2:1][CH:2]1[CH2:7][CH2:6][N:5]([C:8]2[CH:9]=[N:10][C:11]([O:17][C:18]3[CH:23]=[CH:22][C:21]([O:24][C:25]4[CH:30]=[CH:29][CH:28]=[CH:27][CH:26]=4)=[CH:20][CH:19]=3)=[C:12]([C:14]([NH2:16])=[O:15])[CH:13]=2)[CH2:4][CH2:3]1.C(N(CC)C(C)C)(C)C.[C:40](Cl)(=[O:43])[CH:41]=[CH2:42]. The catalyst is C(Cl)Cl. The product is [C:40]([NH:1][CH:2]1[CH2:7][CH2:6][N:5]([C:8]2[CH:9]=[N:10][C:11]([O:17][C:18]3[CH:23]=[CH:22][C:21]([O:24][C:25]4[CH:30]=[CH:29][CH:28]=[CH:27][CH:26]=4)=[CH:20][CH:19]=3)=[C:12]([C:14]([NH2:16])=[O:15])[CH:13]=2)[CH2:4][CH2:3]1)(=[O:43])[CH:41]=[CH2:42]. The yield is 0.335.